This data is from Forward reaction prediction with 1.9M reactions from USPTO patents (1976-2016). The task is: Predict the product of the given reaction. (1) Given the reactants [C:1]([NH:4][CH:5]1[CH2:10][CH2:9][NH:8][CH2:7][CH2:6]1)(=[O:3])[CH3:2].[C:11]([O:15][CH2:16][C:17]1[CH:22]=[CH:21][CH:20]=[CH:19][CH:18]=1)(=[O:14])[CH:12]=[CH2:13], predict the reaction product. The product is: [C:1]([NH:4][CH:5]1[CH2:10][CH2:9][N:8]([CH2:13][CH2:12][C:11]([O:15][CH2:16][C:17]2[CH:22]=[CH:21][CH:20]=[CH:19][CH:18]=2)=[O:14])[CH2:7][CH2:6]1)(=[O:3])[CH3:2]. (2) Given the reactants [C:1]([NH:9][C:10]1[N:14]([CH:15]2[CH2:20][CH2:19][N:18](C(OC(C)(C)C)=O)[CH2:17][CH2:16]2)[C:13]2[CH:28]=[CH:29][CH:30]=[CH:31][C:12]=2[N:11]=1)(=[O:8])[C:2]1[CH:7]=[CH:6][CH:5]=[N:4][CH:3]=1.[ClH:32], predict the reaction product. The product is: [ClH:32].[NH:18]1[CH2:17][CH2:16][CH:15]([N:14]2[C:13]3[CH:28]=[CH:29][CH:30]=[CH:31][C:12]=3[N:11]=[C:10]2[NH:9][C:1](=[O:8])[C:2]2[CH:7]=[CH:6][CH:5]=[N:4][CH:3]=2)[CH2:20][CH2:19]1. (3) Given the reactants C(OC([N:11]1[CH2:15][CH2:14][CH2:13][C@H:12]1[C:16]1[NH:17][CH:18]=[C:19]([CH3:21])[N:20]=1)=O)C1C=CC=CC=1, predict the reaction product. The product is: [CH3:21][C:19]1[N:20]=[C:16]([C@@H:12]2[CH2:13][CH2:14][CH2:15][NH:11]2)[NH:17][CH:18]=1. (4) Given the reactants [Br:1][C:2]1[CH:3]=[C:4]([N:17]2[C:21]3=[N:22][CH:23]=[CH:24][CH:25]=[C:20]3[C:19]([C:26]([O:28][CH3:29])=[O:27])=[N:18]2)[CH:5]=[C:6]([CH2:8][O:9][Si](C(C)(C)C)(C)C)[CH:7]=1.[F-].C([N+](CCCC)(CCCC)CCCC)CCC, predict the reaction product. The product is: [Br:1][C:2]1[CH:3]=[C:4]([N:17]2[C:21]3=[N:22][CH:23]=[CH:24][CH:25]=[C:20]3[C:19]([C:26]([O:28][CH3:29])=[O:27])=[N:18]2)[CH:5]=[C:6]([CH2:8][OH:9])[CH:7]=1.